The task is: Predict which catalyst facilitates the given reaction.. This data is from Catalyst prediction with 721,799 reactions and 888 catalyst types from USPTO. (1) Reactant: [O:1]1[C@H:3]2[C:4](=O)[CH2:5][C@H:6]3[C@:26]([CH3:27])([C@@H:2]12)[C:25]1[CH2:24][CH2:23][C@@:22]2([CH3:28])[C@@H:10]([CH2:11][CH2:12][C@@H:13]2[C@H:14]([CH3:21])[CH2:15][CH2:16][CH2:17][CH:18]([CH3:20])[CH3:19])[C:9]=1[O:8][C:7]3=[O:29].O.NN.C(O)(=O)C.O. Product: [OH:1][C@@H:2]1[C@@:26]2([CH3:27])[C@@H:6]([C:7](=[O:29])[O:8][C:9]3[C@H:10]4[C@:22]([CH3:28])([CH2:23][CH2:24][C:25]=32)[C@@H:13]([C@H:14]([CH3:21])[CH2:15][CH2:16][CH2:17][CH:18]([CH3:20])[CH3:19])[CH2:12][CH2:11]4)[CH2:5][CH:4]=[CH:3]1. The catalyst class is: 8. (2) Reactant: [H-].[Na+].[C:3]([O:11][CH2:12][CH3:13])(=[O:10])[CH2:4][C:5]([O:7][CH2:8][CH3:9])=[O:6].Br[CH2:15][C:16]1[CH:20]=[C:19]([Cl:21])[S:18][C:17]=1[Cl:22].O. Product: [Cl:22][C:17]1[S:18][C:19]([Cl:21])=[CH:20][C:16]=1[CH2:15][CH:4]([C:5]([O:7][CH2:8][CH3:9])=[O:6])[C:3]([O:11][CH2:12][CH3:13])=[O:10]. The catalyst class is: 198. (3) Reactant: [Cl:1][C:2]1[CH:7]=[CH:6][C:5]([CH2:8][CH2:9][C:10]#[N:11])=[CH:4][C:3]=1[CH2:12][OH:13].CC(OI1(OC(C)=O)(OC(C)=O)OC(=O)C2C=CC=CC1=2)=O. Product: [Cl:1][C:2]1[CH:7]=[CH:6][C:5]([CH2:8][CH2:9][C:10]#[N:11])=[CH:4][C:3]=1[CH:12]=[O:13]. The catalyst class is: 2. (4) Reactant: [NH2:1][C:2]1[S:3][C:4]([C:14]2[CH:19]=[CH:18][CH:17]=[CH:16][CH:15]=2)=[CH:5][C:6]=1[C:7]([O:9][C:10]([CH3:13])([CH3:12])[CH3:11])=[O:8].[Cl:20][C:21]1[CH:26]=[CH:25][CH:24]=[C:23]([Cl:27])[C:22]=1[N:28]=[C:29]=[O:30].C(N(CC)CC)C. Product: [Cl:20][C:21]1[CH:26]=[CH:25][CH:24]=[C:23]([Cl:27])[C:22]=1[NH:28][C:29]([NH:1][C:2]1[S:3][C:4]([C:14]2[CH:15]=[CH:16][CH:17]=[CH:18][CH:19]=2)=[CH:5][C:6]=1[C:7]([O:9][C:10]([CH3:13])([CH3:12])[CH3:11])=[O:8])=[O:30]. The catalyst class is: 3.